Dataset: Forward reaction prediction with 1.9M reactions from USPTO patents (1976-2016). Task: Predict the product of the given reaction. (1) Given the reactants [OH:1][C@H:2]1[C@@H:5]([C:6]2[CH:11]=[CH:10][CH:9]=[CH:8][CH:7]=2)[NH:4][C:3]1=[O:12].C(N(CC)CC)C.[C:20]1([CH:26]([SiH2:33]Cl)[C:27]2[CH:32]=[CH:31][CH:30]=[CH:29][CH:28]=2)[CH:25]=[CH:24][CH:23]=[CH:22][CH:21]=1.[C:35]([O:39][C:40](O[C:40]([O:39][C:35]([CH3:38])([CH3:37])[CH3:36])=[O:41])=[O:41])([CH3:38])([CH3:37])[CH3:36], predict the reaction product. The product is: [C:35]([O:39][C:40]([N:4]1[C@H:5]([C:6]2[CH:11]=[CH:10][CH:9]=[CH:8][CH:7]=2)[C@H:2]([O:1][SiH2:33][CH:26]([C:27]2[CH:32]=[CH:31][CH:30]=[CH:29][CH:28]=2)[C:20]2[CH:25]=[CH:24][CH:23]=[CH:22][CH:21]=2)[C:3]1=[O:12])=[O:41])([CH3:38])([CH3:37])[CH3:36]. (2) The product is: [O:7]([P:8]([Cl:10])[Cl:9])[C:1]1[CH:6]=[CH:5][CH:4]=[CH:3][CH:2]=1. Given the reactants [C:1]1([OH:7])[CH:6]=[CH:5][CH:4]=[CH:3][CH:2]=1.[P:8](Cl)([Cl:10])[Cl:9], predict the reaction product. (3) Given the reactants C(OC(=O)[NH:7][C:8]12[CH2:15][CH:14]3[CH2:16][C:10]([C:17](=[O:19])[NH2:18])([CH2:11][CH:12]1[CH2:13]3)[CH2:9]2)(C)(C)C.Cl, predict the reaction product. The product is: [NH2:7][C:8]12[CH2:15][CH:14]3[CH2:16][C:10]([C:17]([NH2:18])=[O:19])([CH2:11][CH:12]1[CH2:13]3)[CH2:9]2.